Predict the reactants needed to synthesize the given product. From a dataset of Full USPTO retrosynthesis dataset with 1.9M reactions from patents (1976-2016). (1) Given the product [NH2:32][C@H:10]([CH2:11][NH:12][C:13]1[C:14]2[C:27]3[CH2:28][CH2:29][CH2:30][CH2:31][C:26]=3[S:25][C:15]=2[N:16]=[C:17]([C:19]2[CH:20]=[CH:21][N:22]=[CH:23][CH:24]=2)[N:18]=1)[CH2:9][C:4]1[CH:5]=[CH:6][CH:7]=[CH:8][C:3]=1[OH:2], predict the reactants needed to synthesize it. The reactants are: C[O:2][C:3]1[CH:8]=[CH:7][CH:6]=[CH:5][C:4]=1[CH2:9][C@H:10]([NH2:32])[CH2:11][NH:12][C:13]1[C:14]2[C:27]3[CH2:28][CH2:29][CH2:30][CH2:31][C:26]=3[S:25][C:15]=2[N:16]=[C:17]([C:19]2[CH:24]=[CH:23][N:22]=[CH:21][CH:20]=2)[N:18]=1.B(Br)(Br)Br. (2) Given the product [OH:23][CH2:24][C@@H:26]([NH:27][C:3]([C:5]1[NH:6][N:7]=[C:8]([O:10][CH2:11][C:12]2[C:13]([CH2:18][CH2:19][CH2:20][CH3:21])=[N:14][O:15][C:16]=2[CH3:17])[CH:9]=1)=[O:4])[CH3:30], predict the reactants needed to synthesize it. The reactants are: CO[C:3]([C:5]1[NH:6][N:7]=[C:8]([O:10][CH2:11][C:12]2[C:13]([CH2:18][CH2:19][CH2:20][CH3:21])=[N:14][O:15][C:16]=2[CH3:17])[CH:9]=1)=[O:4].C[O:23][C:24]([C:26]1[NH:27]N=C(OCC2C(C3C=CC=CC=3)=NOC=2C)[CH:30]=1)=O.N[C@H](CO)C. (3) Given the product [I:12][C:9]1[CH:8]=[CH:7][C:6]([CH2:5][CH:2]([NH2:1])[CH2:3][O:4][CH3:14])=[CH:11][CH:10]=1, predict the reactants needed to synthesize it. The reactants are: [NH2:1][CH:2]([CH2:5][C:6]1[CH:11]=[CH:10][C:9]([I:12])=[CH:8][CH:7]=1)[CH2:3][OH:4].I[CH3:14]. (4) Given the product [Cl:21][C:22]1[CH:30]=[C:29]([Cl:31])[CH:28]=[CH:27][C:23]=1[C:24]([N:10]([C:7]1[CH:8]=[CH:9][C:4]([O:3][C:2]([F:1])([F:19])[F:20])=[CH:5][CH:6]=1)[C:11]1[S:12][CH:13]=[C:14]([C:16]([OH:18])=[O:17])[N:15]=1)=[O:25], predict the reactants needed to synthesize it. The reactants are: [F:1][C:2]([F:20])([F:19])[O:3][C:4]1[CH:9]=[CH:8][C:7]([NH:10][C:11]2[S:12][CH:13]=[C:14]([C:16]([OH:18])=[O:17])[N:15]=2)=[CH:6][CH:5]=1.[Cl:21][C:22]1[CH:30]=[C:29]([Cl:31])[CH:28]=[CH:27][C:23]=1[C:24](Cl)=[O:25].C(=O)([O-])[O-].[K+].[K+]. (5) Given the product [Cl:1][C:2]1[S:3][C:4]([N:8]([CH3:15])[C:9](=[O:14])[CH2:10][CH2:11][S:12][CH3:13])=[C:5]([Cl:7])[N:6]=1, predict the reactants needed to synthesize it. The reactants are: [Cl:1][C:2]1[S:3][C:4]([NH:8][C:9](=[O:14])[CH2:10][CH2:11][S:12][CH3:13])=[C:5]([Cl:7])[N:6]=1.[C:15]([O-])([O-])=O.[K+].[K+].IC. (6) Given the product [CH3:2][C:3]1[C:4]([O:9][C:10]2[CH:11]=[C:12]([CH:13]=[CH:14][CH:15]=2)[CH:16]=[C:17]2[CH2:22][CH2:21][N:20]([C:30]([NH:29][C:25]3[CH:24]=[N:23][CH:28]=[CH:27][CH:26]=3)=[O:31])[CH2:19][CH2:18]2)=[N:5][CH:6]=[CH:7][CH:8]=1, predict the reactants needed to synthesize it. The reactants are: Cl.[CH3:2][C:3]1[C:4]([O:9][C:10]2[CH:15]=[CH:14][CH:13]=[C:12]([CH:16]=[C:17]3[CH2:22][CH2:21][NH:20][CH2:19][CH2:18]3)[CH:11]=2)=[N:5][CH:6]=[CH:7][CH:8]=1.[N:23]1[CH:28]=[CH:27][CH:26]=[C:25]([NH:29][C:30](=O)[O:31]C2C=CC=CC=2)[CH:24]=1.C(N(CC)CC)C. (7) Given the product [IH:1].[N:17]([C:7]1[CH:8]=[CH:9][C:10]([N:11]2[CH:15]=[C:14]([CH3:16])[N:13]=[CH:12]2)=[C:5]([O:4][CH3:3])[CH:6]=1)=[C:18]=[S:19], predict the reactants needed to synthesize it. The reactants are: [I:1]C.[CH3:3][O:4][C:5]1[CH:6]=[C:7]([NH:17][C:18](N)=[S:19])[CH:8]=[CH:9][C:10]=1[N:11]1[CH:15]=[C:14]([CH3:16])[N:13]=[CH:12]1.